This data is from Reaction yield outcomes from USPTO patents with 853,638 reactions. The task is: Predict the reaction yield, written as a fraction of the theoretical maximum amount of product (1.0 means a 100% yield; for example, 0.34 means a 34% yield). (1) The catalyst is CN(C)C(=O)C. The reactants are [H-].[Na+].[Br:3][C:4]1[CH:5]=[C:6]2[C:11](=[CH:12][CH:13]=1)[N:10]=[CH:9][NH:8][C:7]2=[O:14].C(Cl)Cl.[OH2:18]. The yield is 0.747. The product is [Br:3][C:4]1[CH:5]=[C:6]2[C:11](=[CH:12][CH:13]=1)[N:10]=[CH:9][N:8]([C:7](=[O:14])[CH2:6][CH2:5][OH:18])[C:7]2=[O:14]. (2) The reactants are [H-].C([Al+]CC(C)C)C(C)C.[Cl:11][C:12]1[CH:13]=[C:14]2[C:18](=[CH:19][CH:20]=1)[N:17]([CH3:21])[C:16]([C:22]1[CH:27]=[CH:26][C:25]([Cl:28])=[CH:24][CH:23]=1)=[C:15]2[CH2:29][CH2:30][C:31](OC)=[O:32].CO.Cl. The catalyst is ClCCl.CCCCCC. The product is [Cl:11][C:12]1[CH:13]=[C:14]2[C:18](=[CH:19][CH:20]=1)[N:17]([CH3:21])[C:16]([C:22]1[CH:27]=[CH:26][C:25]([Cl:28])=[CH:24][CH:23]=1)=[C:15]2[CH2:29][CH2:30][CH:31]=[O:32]. The yield is 0.960. (3) The reactants are [O:1]=[C:2]1[CH2:10][C:9]2[C:4](=[CH:5][CH:6]=[C:7]([C:11]#[N:12])[CH:8]=2)[NH:3]1.[Si:13]([O:20][CH:21]1[CH2:30][CH2:29][CH2:28][C:27]2[N:26]=[C:25](Cl)[CH:24]=[CH:23][C:22]1=2)([C:16]([CH3:19])([CH3:18])[CH3:17])([CH3:15])[CH3:14].C([O-])([O-])=O.[K+].[K+].CC(C1C=C(C(C)C)C(C2C=CC=CC=2P(C2CCCCC2)C2CCCCC2)=C(C(C)C)C=1)C. The catalyst is C1COCC1.C1C=CC(/C=C/C(/C=C/C2C=CC=CC=2)=O)=CC=1.C1C=CC(/C=C/C(/C=C/C2C=CC=CC=2)=O)=CC=1.C1C=CC(/C=C/C(/C=C/C2C=CC=CC=2)=O)=CC=1.[Pd].[Pd]. The product is [Si:13]([O:20][CH:21]1[CH2:30][CH2:29][CH2:28][C:27]2[N:26]=[C:25]([CH:10]3[C:9]4[C:4](=[CH:5][CH:6]=[C:7]([C:11]#[N:12])[CH:8]=4)[NH:3][C:2]3=[O:1])[CH:24]=[CH:23][C:22]1=2)([C:16]([CH3:19])([CH3:18])[CH3:17])([CH3:15])[CH3:14]. The yield is 0.400. (4) The yield is 0.780. The reactants are Br[C:2]1[C:3]([CH3:19])=[C:4]([N:8]2[C:17](=[O:18])[C:16]3[C:11](=[CH:12][CH:13]=[CH:14][CH:15]=3)[N:10]=[CH:9]2)[CH:5]=[CH:6][CH:7]=1.[CH3:20][C:21]1([CH3:37])[C:25]([CH3:27])([CH3:26])[O:24][B:23]([B:23]2[O:24][C:25]([CH3:27])([CH3:26])[C:21]([CH3:37])([CH3:20])[O:22]2)[O:22]1.C([O-])(=O)C.[K+].C(Cl)Cl. The product is [CH3:19][C:3]1[C:2]([B:23]2[O:24][C:25]([CH3:27])([CH3:26])[C:21]([CH3:37])([CH3:20])[O:22]2)=[CH:7][CH:6]=[CH:5][C:4]=1[N:8]1[C:17](=[O:18])[C:16]2[C:11](=[CH:12][CH:13]=[CH:14][CH:15]=2)[N:10]=[CH:9]1. The catalyst is O1CCOCC1.CCOC(C)=O.C1C=CC(P(C2C=CC=CC=2)[C-]2C=CC=C2)=CC=1.C1C=CC(P(C2C=CC=CC=2)[C-]2C=CC=C2)=CC=1.Cl[Pd]Cl.[Fe+2].